This data is from Reaction yield outcomes from USPTO patents with 853,638 reactions. The task is: Predict the reaction yield, written as a fraction of the theoretical maximum amount of product (1.0 means a 100% yield; for example, 0.34 means a 34% yield). The reactants are C(OC([N:11]([CH2:28][C:29]1[CH:34]=[C:33]([F:35])[C:32]([S:36]([CH3:39])(=[O:38])=[O:37])=[CH:31][C:30]=1[F:40])[CH2:12][CH2:13][NH:14][CH:15]1[CH2:20][CH2:19][N:18]([C:21]([O:23][C:24]([CH3:27])([CH3:26])[CH3:25])=[O:22])[CH2:17][CH2:16]1)=O)C1C=CC=CC=1. The catalyst is CO.[Pd]. The product is [F:40][C:30]1[CH:31]=[C:32]([S:36]([CH3:39])(=[O:37])=[O:38])[C:33]([F:35])=[CH:34][C:29]=1[CH2:28][NH:11][CH2:12][CH2:13][NH:14][CH:15]1[CH2:20][CH2:19][N:18]([C:21]([O:23][C:24]([CH3:27])([CH3:26])[CH3:25])=[O:22])[CH2:17][CH2:16]1. The yield is 0.870.